From a dataset of Reaction yield outcomes from USPTO patents with 853,638 reactions. Predict the reaction yield, written as a fraction of the theoretical maximum amount of product (1.0 means a 100% yield; for example, 0.34 means a 34% yield). (1) The reactants are [OH:1][C:2]1[C:3]([CH3:24])=[C:4]2[C:9](=[C:10]([CH3:13])[C:11]=1[CH3:12])[O:8][C:7]([CH3:23])([C:14]([N:16]([CH2:20][CH2:21][OH:22])[CH2:17][CH2:18][OH:19])=[O:15])[CH2:6][CH2:5]2.[O:25]=[N+]([O-])[O-].[O-][N+](=O)[O-].[O-][N+](=O)[O-].[O-][N+](=O)[O-].[O-][N+](=O)[O-].[O-][N+](=O)[O-].[Ce+4].[NH4+].[NH4+]. No catalyst specified. The product is [OH:25][C:7]([CH3:23])([CH2:6][CH2:5][C:4]1[C:9](=[O:8])[C:10]([CH3:13])=[C:11]([CH3:12])[C:2](=[O:1])[C:3]=1[CH3:24])[C:14]([N:16]([CH2:20][CH2:21][OH:22])[CH2:17][CH2:18][OH:19])=[O:15]. The yield is 0.257. (2) The yield is 0.280. The product is [CH2:14]([N:1]1[C:5]2[CH:6]=[CH:7][CH:8]=[CH:9][C:4]=2[N:3]=[C:2]1[CH2:10][OH:11])[CH:13]=[CH2:12]. The catalyst is CN(C=O)C. The reactants are [NH:1]1[C:5]2[CH:6]=[CH:7][CH:8]=[CH:9][C:4]=2[N:3]=[C:2]1[CH2:10][OH:11].[CH2:12](Br)[CH:13]=[CH2:14].C(N(CC)C(C)C)(C)C.